This data is from Reaction yield outcomes from USPTO patents with 853,638 reactions. The task is: Predict the reaction yield, written as a fraction of the theoretical maximum amount of product (1.0 means a 100% yield; for example, 0.34 means a 34% yield). The reactants are [F:1][C:2]1[CH:7]=[C:6]([OH:8])[CH:5]=[CH:4][C:3]=1[NH:9][C:10](=[O:16])[O:11][C:12]([CH3:15])([CH3:14])[CH3:13].CC([O-])(C)C.[K+].[Cl:23][C:24]1[CH:29]=[C:28](F)[CH:27]=[CH:26][N:25]=1. The catalyst is CN1CCCC1=O. The product is [Cl:23][C:24]1[CH:29]=[C:28]([O:8][C:6]2[CH:5]=[CH:4][C:3]([NH:9][C:10](=[O:16])[O:11][C:12]([CH3:13])([CH3:15])[CH3:14])=[C:2]([F:1])[CH:7]=2)[CH:27]=[CH:26][N:25]=1. The yield is 0.795.